Dataset: Forward reaction prediction with 1.9M reactions from USPTO patents (1976-2016). Task: Predict the product of the given reaction. (1) Given the reactants [NH2:1][CH2:2][CH2:3][N+:4]([CH3:13])([CH3:12])[CH2:5][CH2:6][CH2:7][S:8]([O-:11])(=[O:10])=[O:9].[Cl:14][C:15]1[CH:16]=[C:17]([CH:21]=[C:22]([F:50])[C:23]=1[CH2:24][S:25][C:26]1[N:27]([C:43]2[CH:48]=[CH:47][C:46]([F:49])=[CH:45][CH:44]=2)[C:28]([C:31]([C:34]2[CH:39]=[CH:38][C:37]([Cl:40])=[C:36]([O:41][CH3:42])[CH:35]=2)([CH3:33])[CH3:32])=[CH:29][N:30]=1)[C:18](O)=[O:19].CCN(C(C)C)C(C)C.CN(C(ON1N=NC2C=CC=NC1=2)=[N+](C)C)C.F[P-](F)(F)(F)(F)F, predict the reaction product. The product is: [Cl:14][C:15]1[CH:16]=[C:17]([CH:21]=[C:22]([F:50])[C:23]=1[CH2:24][S:25][C:26]1[N:27]([C:43]2[CH:44]=[CH:45][C:46]([F:49])=[CH:47][CH:48]=2)[C:28]([C:31]([C:34]2[CH:39]=[CH:38][C:37]([Cl:40])=[C:36]([O:41][CH3:42])[CH:35]=2)([CH3:33])[CH3:32])=[CH:29][N:30]=1)[C:18]([NH:1][CH2:2][CH2:3][N+:4]([CH3:12])([CH3:13])[CH2:5][CH2:6][CH2:7][S:8]([O-:11])(=[O:9])=[O:10])=[O:19]. (2) Given the reactants [CH:1]1([N:7]2[C:15]3[C:10](=[CH:11][CH:12]=[CH:13][C:14]=3[F:16])[C:9]([C:17]3[CH:22]=[CH:21][C:20]([O:23]C)=[CH:19][CH:18]=3)=[N:8]2)[CH2:6][CH2:5][CH2:4][CH2:3][CH2:2]1.B(Br)(Br)Br.C1CCCCC=1, predict the reaction product. The product is: [CH:1]1([N:7]2[C:15]3[C:10](=[CH:11][CH:12]=[CH:13][C:14]=3[F:16])[C:9]([C:17]3[CH:18]=[CH:19][C:20]([OH:23])=[CH:21][CH:22]=3)=[N:8]2)[CH2:2][CH2:3][CH2:4][CH2:5][CH2:6]1. (3) Given the reactants C([O:3][C:4](=O)[CH:5]=[C:6]([C:13]1[CH:14]=[C:15]2[C:19](=[CH:20][CH:21]=1)[NH:18][N:17]=[CH:16]2)[C:7]1[CH:12]=[CH:11][CH:10]=[CH:9][CH:8]=1)C.C(OC(=O)C=C(C1C=CC=C2C=1C(C#N)=[CH:38][NH:39]2)C1C=CC=CC=1)C, predict the reaction product. The product is: [NH:18]1[C:19]2[C:15](=[CH:14][C:13]([C:6]([C:7]3[CH:12]=[CH:11][CH:10]=[CH:9][CH:8]=3)=[CH:5][C:4]([NH:39][CH3:38])=[O:3])=[CH:21][CH:20]=2)[CH:16]=[N:17]1. (4) Given the reactants I[CH2:2][CH2:3][C@H:4]([C:6]1[CH:11]=[CH:10][CH:9]=[CH:8][CH:7]=1)[OH:5].[NH2:12][CH2:13][CH2:14][NH:15][S:16]([C:19]1[C:20]2[CH:21]=[CH:22][N:23]=[CH:24][C:25]=2[CH:26]=[C:27]([C:29]2[CH:34]=[CH:33][CH:32]=[CH:31][CH:30]=2)[CH:28]=1)(=[O:18])=[O:17].C(N(C(C)C)CC)(C)C.[Cl:44]CCCl, predict the reaction product. The product is: [ClH:44].[ClH:44].[OH:5][C@@H:4]([C:6]1[CH:11]=[CH:10][CH:9]=[CH:8][CH:7]=1)[CH2:3][CH2:2][NH:12][CH2:13][CH2:14][NH:15][S:16]([C:19]1[C:20]2[CH:21]=[CH:22][N:23]=[CH:24][C:25]=2[CH:26]=[C:27]([C:29]2[CH:34]=[CH:33][CH:32]=[CH:31][CH:30]=2)[CH:28]=1)(=[O:18])=[O:17]. (5) Given the reactants [Cl-].[CH3:2][O:3]C[P+](C1C=CC=CC=1)(C1C=CC=CC=1)C1C=CC=CC=1.[H-].[Na+].[CH3:26][O:27][C:28]1[CH:37]=[CH:36][C:35]([O:38][CH3:39])=[C:34]2[C:29]=1[CH2:30][CH2:31][CH2:32][C:33]2=O.[Cl-].[NH4+], predict the reaction product. The product is: [CH3:26][O:27][C:28]1[CH:37]=[CH:36][C:35]([O:38][CH3:39])=[C:34]2[C:29]=1[CH2:30][CH2:31][CH2:32][CH:33]2[CH:2]=[O:3].